Task: Predict which catalyst facilitates the given reaction.. Dataset: Catalyst prediction with 721,799 reactions and 888 catalyst types from USPTO (1) The catalyst class is: 12. Reactant: Br[C:2]1[CH:3]=[N:4][CH:5]=[C:6]([C:8]([F:11])([F:10])[F:9])[CH:7]=1.[B:12]1([B:12]2[O:16][C:15]([CH3:18])([CH3:17])[C:14]([CH3:20])([CH3:19])[O:13]2)[O:16][C:15]([CH3:18])([CH3:17])[C:14]([CH3:20])([CH3:19])[O:13]1.C([O-])(=O)C.[K+]. Product: [CH3:19][C:14]1([CH3:20])[C:15]([CH3:18])([CH3:17])[O:16][B:12]([C:2]2[CH:3]=[N:4][CH:5]=[C:6]([C:8]([F:11])([F:10])[F:9])[CH:7]=2)[O:13]1. (2) Reactant: O1CCCC1CCO.C([O:16][C:17]1[CH:22]=[C:21]([O:23][CH2:24][CH2:25][CH3:26])[CH:20]=[CH:19][C:18]=1/[CH:27]=[CH:28]/[C:29]([O:31][CH2:32][CH3:33])=[O:30])C1C=CC=CC=1. Product: [OH:16][C:17]1[CH:22]=[C:21]([O:23][CH2:24][CH2:25][CH3:26])[CH:20]=[CH:19][C:18]=1[CH2:27][CH2:28][C:29]([O:31][CH2:32][CH3:33])=[O:30]. The catalyst class is: 719. (3) Reactant: [CH2:1]([OH:4])[CH2:2][CH3:3].[H-].[Na+].[C:7]([C:9]1[CH:10]=[C:11]([C:16]2[O:20][N:19]=[C:18]([C:21]3[CH:38]=[CH:37][C:24]4[CH2:25][CH2:26][N:27]([C:30]([O:32][C:33]([CH3:36])([CH3:35])[CH3:34])=[O:31])[CH2:28][CH2:29][C:23]=4[CH:22]=3)[N:17]=2)[CH:12]=[CH:13][C:14]=1F)#[N:8]. Product: [C:7]([C:9]1[CH:10]=[C:11]([C:16]2[O:20][N:19]=[C:18]([C:21]3[CH:38]=[CH:37][C:24]4[CH2:25][CH2:26][N:27]([C:30]([O:32][C:33]([CH3:36])([CH3:35])[CH3:34])=[O:31])[CH2:28][CH2:29][C:23]=4[CH:22]=3)[N:17]=2)[CH:12]=[CH:13][C:14]=1[O:4][CH2:1][CH2:2][CH3:3])#[N:8]. The catalyst class is: 3.